The task is: Predict the reactants needed to synthesize the given product.. This data is from Full USPTO retrosynthesis dataset with 1.9M reactions from patents (1976-2016). (1) Given the product [NH2:38][S:35]([C:31]1[CH:30]=[C:29]([C:17]2[CH:16]=[C:15]3[C:11]([CH:12]=[N:13][NH:14]3)=[C:10]([NH:9][C:7]([C:5]3[N:6]=[C:2]([CH3:1])[S:3][CH:4]=3)=[O:8])[CH:18]=2)[CH:34]=[N:33][CH:32]=1)(=[O:37])=[O:36], predict the reactants needed to synthesize it. The reactants are: [CH3:1][C:2]1[S:3][CH:4]=[C:5]([C:7]([NH:9][C:10]2[CH:18]=[C:17](B3OC(C)(C)C(C)(C)O3)[CH:16]=[C:15]3[C:11]=2[CH:12]=[N:13][NH:14]3)=[O:8])[N:6]=1.Br[C:29]1[CH:30]=[C:31]([S:35]([NH2:38])(=[O:37])=[O:36])[CH:32]=[N:33][CH:34]=1. (2) Given the product [CH3:29][NH:30][C:33]([NH:19][C:18]1[CH:17]=[CH:16][C:15]([C:12]2[N:11]=[C:10]([N:22]3[CH2:27][CH2:26][O:25][CH2:24][CH2:23]3)[C:9]3[C:14](=[C:5]4[CH:4]=[CH:3][N:2]([CH3:1])[C:6]4=[CH:7][CH:8]=3)[N:13]=2)=[CH:21][CH:20]=1)=[O:38], predict the reactants needed to synthesize it. The reactants are: [CH3:1][N:2]1[C:6]2=[CH:7][CH:8]=[C:9]3[C:14]([N:13]=[C:12]([C:15]4[CH:21]=[CH:20][C:18]([NH2:19])=[CH:17][CH:16]=4)[N:11]=[C:10]3[N:22]3[CH2:27][CH2:26][O:25][CH2:24][CH2:23]3)=[C:5]2[CH:4]=[CH:3]1.C[CH2:29][N:30]([CH2:33]C)CC.ClC(Cl)([O:38]C(=O)OC(Cl)(Cl)Cl)Cl.CN.C1COCC1. (3) Given the product [CH2:1]([C:3]1[CH:8]=[C:7]([CH3:9])[CH:6]=[C:5]([CH2:10][CH3:11])[C:4]=1[CH:12]1[C:17](=[O:18])[N:19]2[CH2:20][CH2:24][O:23][CH2:29][CH2:16][N:15]2[C:13]1=[O:14])[CH3:2], predict the reactants needed to synthesize it. The reactants are: [CH2:1]([C:3]1[CH:8]=[C:7]([CH3:9])[CH:6]=[C:5]([CH2:10][CH3:11])[C:4]=1[CH:12]([C:17]([NH:19][CH3:20])=[O:18])[C:13]([NH:15][CH3:16])=[O:14])[CH3:2].Br.Br.[O:23]1[CH2:29]CNNC[CH2:24]1.C(N(CC)CC)C.Cl. (4) Given the product [C:19]([C:16]1[CH:15]=[CH:14][C:13]([C:7]2[C:5]3[CH2:6][C:2]([CH3:1])([CH3:23])[O:3][C:4]=3[C:10]([O:11][CH3:12])=[CH:9][CH:8]=2)=[CH:18][CH:17]=1)([OH:21])=[O:20], predict the reactants needed to synthesize it. The reactants are: [CH3:1][C:2]1([CH3:23])[CH2:6][C:5]2[C:7]([C:13]3[CH:18]=[CH:17][C:16]([C:19]([O:21]C)=[O:20])=[CH:15][CH:14]=3)=[CH:8][CH:9]=[C:10]([O:11][CH3:12])[C:4]=2[O:3]1.[OH-].[Na+].